From a dataset of Forward reaction prediction with 1.9M reactions from USPTO patents (1976-2016). Predict the product of the given reaction. (1) Given the reactants C(OC(=O)[NH:7][C:8]1[CH:13]=[CH:12][C:11]([C:14]2[CH:19]=[CH:18][CH:17]=[CH:16][C:15]=2[F:20])=[CH:10][C:9]=1[NH:21][C:22](=[O:33])[CH2:23][C:24]([C:26]1[S:27][C:28]([C:31]#[N:32])=[CH:29][CH:30]=1)=O)(C)(C)C.C(O)(C(F)(F)F)=O, predict the reaction product. The product is: [F:20][C:15]1[CH:16]=[CH:17][CH:18]=[CH:19][C:14]=1[C:11]1[CH:12]=[CH:13][C:8]2[N:7]=[C:24]([C:26]3[S:27][C:28]([C:31]#[N:32])=[CH:29][CH:30]=3)[CH2:23][C:22](=[O:33])[NH:21][C:9]=2[CH:10]=1. (2) The product is: [Cl:29][C:26]1[CH:27]=[CH:28][C:23]([CH:10]2[C:5]3[N:6]([CH:7]([CH3:9])[CH3:8])[C:2]([C:35]4[C:36]([O:38][CH3:39])=[N:48][C:32]([O:31][CH3:30])=[N:33][CH:34]=4)=[CH:3][C:4]=3[C:12](=[O:13])[N:11]2[CH:14]2[CH2:15][N:16]([CH3:22])[C:17](=[O:21])[N:18]([CH3:20])[CH2:19]2)=[CH:24][CH:25]=1. Given the reactants Br[C:2]1[N:6]([CH:7]([CH3:9])[CH3:8])[C:5]2[CH:10]([C:23]3[CH:28]=[CH:27][C:26]([Cl:29])=[CH:25][CH:24]=3)[N:11]([CH:14]3[CH2:19][N:18]([CH3:20])[C:17](=[O:21])[N:16]([CH3:22])[CH2:15]3)[C:12](=[O:13])[C:4]=2[CH:3]=1.[CH3:30][O:31][C:32]1C=[C:36]([O:38][CH3:39])[C:35](B(O)O)=[CH:34][N:33]=1.BrC1[N:48](C(C)C)C2C(C3C=CC(Cl)=CC=3)N(C3C=C(Cl)C=CC=3C)C(=O)C=2C=1.C(C1C=CC(OC)=C(B(O)O)C=1)#N, predict the reaction product.